This data is from Full USPTO retrosynthesis dataset with 1.9M reactions from patents (1976-2016). The task is: Predict the reactants needed to synthesize the given product. (1) Given the product [CH2:25]([O:27][C:28](=[O:34])[CH2:29][N:30]([CH2:31][CH:32]=[CH2:33])[CH2:15][C:14]1[CH:16]=[CH:17][CH:11]=[C:12]([O:21][CH2:19][O:22][CH3:1])[CH:13]=1)[CH3:26], predict the reactants needed to synthesize it. The reactants are: [CH2:1](N(CC)CC)C.S(Cl)([C:11]1[CH:17]=[CH:16][C:14]([CH3:15])=[CH:13][CH:12]=1)(=O)=O.[C:19](=[O:22])([O-:21])[O-].[K+].[K+].[CH2:25]([O:27][C:28](=[O:34])[CH2:29][NH:30][CH2:31][CH:32]=[CH2:33])[CH3:26]. (2) Given the product [C@@H:1]1([N:9]2[C:13]3=[N:14][CH:15]=[CH:16][C:17]([C:18]4[NH:19][CH:20]=[CH:21][N:22]=4)=[C:12]3[CH:11]=[CH:10]2)[O:6][C@H:5]([CH2:7][OH:8])[C@@H:3]([OH:4])[CH2:2]1, predict the reactants needed to synthesize it. The reactants are: [C@@H:1]1([N:9]2[C:13]3=[N:14][CH:15]=[CH:16][C:17]([C:18]4[N:19](S(N(C)C)(=O)=O)[CH:20]=[CH:21][N:22]=4)=[C:12]3[CH:11]=[CH:10]2)[O:6][C@H:5]([CH2:7][OH:8])[C@@H:3]([OH:4])[CH2:2]1. (3) Given the product [Cl:52][C:49]1[CH:50]=[CH:51][C:46]([N:45]2[C:44](=[O:53])[C:43]3[C:38](=[CH:39][CH:40]=[CH:41][CH:42]=3)[N:37]=[C:36]2[C:33]2[CH:34]=[CH:35][C:30]([O:29][CH2:28][CH2:27][OH:26])=[C:31]([CH3:54])[CH:32]=2)=[CH:47][CH:48]=1, predict the reactants needed to synthesize it. The reactants are: CCCC[N+](CCCC)(CCCC)CCCC.[F-].[Si]([O:26][CH2:27][CH2:28][O:29][C:30]1[CH:35]=[CH:34][C:33]([C:36]2[N:45]([C:46]3[CH:51]=[CH:50][C:49]([Cl:52])=[CH:48][CH:47]=3)[C:44](=[O:53])[C:43]3[C:38](=[CH:39][CH:40]=[CH:41][CH:42]=3)[N:37]=2)=[CH:32][C:31]=1[CH3:54])(C(C)(C)C)(C)C. (4) The reactants are: [CH3:1][O:2][C:3]1[CH:4]=[C:5]2[C:9](=[C:10]([CH3:12])[CH:11]=1)[NH:8][CH:7]=[C:6]2[CH:13]1[CH2:18][CH2:17][N:16]([CH3:19])[CH2:15][CH2:14]1.[H-].[K+].[CH2:22](OS(C1C=CC(C)=CC=1)(=O)=O)[CH2:23][C:24]1[CH:29]=[CH:28][CH:27]=[CH:26][CH:25]=1.C1OCCOCCOCCOCCOCCOC1. Given the product [CH3:1][O:2][C:3]1[CH:4]=[C:5]2[C:9](=[C:10]([CH3:12])[CH:11]=1)[N:8]([CH2:22][CH2:23][C:24]1[CH:29]=[CH:28][CH:27]=[CH:26][CH:25]=1)[CH:7]=[C:6]2[CH:13]1[CH2:14][CH2:15][N:16]([CH3:19])[CH2:17][CH2:18]1, predict the reactants needed to synthesize it. (5) Given the product [N:20]1[CH:19]=[N:21][N:14]=[C:10]([C:7]2[CH:6]=[CH:5][C:4]([CH2:3][OH:2])=[CH:9][CH:8]=2)[N:24]=1, predict the reactants needed to synthesize it. The reactants are: Cl.[OH:2][CH2:3][C:4]1[CH:9]=[CH:8][C:7]([C:10](=[NH:14])OCC)=[CH:6][CH:5]=1.C(O)(=O)C.[CH:19]([NH2:21])=[NH:20].NN.[N:24]([O-])=O.[Na+]. (6) Given the product [CH:1]1([C@@H:7]([NH:9][C:10]([C:12]2[C:21]3[C:16](=[CH:17][CH:18]=[CH:19][CH:20]=3)[N:15]=[C:14]([C:22]3[S:23][CH:24]=[CH:25][CH:26]=3)[C:13]=2[CH2:27][N:28]2[CH2:29][CH2:30][N:31]([C:36](=[O:37])[C@@H:35]([OH:34])[CH3:39])[CH2:32][CH2:33]2)=[O:11])[CH3:8])[CH2:6][CH2:5][CH2:4][CH2:3][CH2:2]1, predict the reactants needed to synthesize it. The reactants are: [CH:1]1([C@@H:7]([NH:9][C:10]([C:12]2[C:21]3[C:16](=[CH:17][CH:18]=[CH:19][CH:20]=3)[N:15]=[C:14]([C:22]3[S:23][CH:24]=[CH:25][CH:26]=3)[C:13]=2[CH2:27][N:28]2[CH2:33][CH2:32][NH:31][CH2:30][CH2:29]2)=[O:11])[CH3:8])[CH2:6][CH2:5][CH2:4][CH2:3][CH2:2]1.[OH:34][C@@H:35]([CH3:39])[C:36](O)=[O:37]. (7) Given the product [OH:26][CH:17]1[CH2:18][CH:19]([C:20]2[CH:25]=[CH:24][CH:23]=[CH:22][CH:21]=2)[C:7]2[C:6](=[CH:5][CH:4]=[C:3]([CH2:2][OH:1])[CH:8]=2)[O:9]1, predict the reactants needed to synthesize it. The reactants are: [OH:1][CH2:2][C:3]1[CH:8]=[CH:7][C:6]([OH:9])=[CH:5][CH:4]=1.CN1CCNCC1.[CH:17](=[O:26])/[CH:18]=[CH:19]/[C:20]1[CH:25]=[CH:24][CH:23]=[CH:22][CH:21]=1. (8) Given the product [O:63]1[CH2:68][CH2:67][O:66][C:65]2[CH:69]=[CH:70][C:71]([C:73]([NH:75][CH:76]3[CH2:81][CH2:80][CH2:79][CH:78]([C:82]4[NH:86][C:85]5[CH:87]=[CH:88][C:89]([C:91]([O:93][CH2:94][CH3:95])=[O:92])=[CH:90][C:84]=5[N:83]=4)[CH2:77]3)=[O:74])=[CH:72][C:64]1=2, predict the reactants needed to synthesize it. The reactants are: OCC1C=CC2N=C(C3CCCC(NC(C4C=CC5OCCOC=5C=4)=O)C3)N(C)C=2C=1.OCC1C=CC2N(C)C(C3CCCC(NC(C4C=CC5OCCOC=5C=4)=O)C3)=NC=2C=1.[O:63]1[CH2:68][CH2:67][O:66][C:65]2[CH:69]=[CH:70][C:71]([C:73]([NH:75][CH:76]3[CH2:81][CH2:80][CH2:79][CH:78]([C:82]4[N:83](C)[C:84]5[CH:90]=[C:89]([C:91]([O:93][CH2:94][CH3:95])=[O:92])[CH:88]=[CH:87][C:85]=5[N:86]=4)[CH2:77]3)=[O:74])=[CH:72][C:64]1=2.O1CCOC2C=CC(C(NC3CCCC(C4N(C)C5C=CC(C(OCC)=O)=CC=5N=4)C3)=O)=CC1=2.[H-].[Al+3].[Li+].[H-].[H-].[H-]. (9) Given the product [O:2]1[C:3]2[CH:9]=[CH:8][C:7]([CH:10]=[O:11])=[CH:6][C:4]=2[O:5][CH2:1]1, predict the reactants needed to synthesize it. The reactants are: [CH2:1]1[O:5][C:4]2[CH:6]=[C:7]([CH2:10][OH:11])[CH:8]=[CH:9][C:3]=2[O:2]1. (10) Given the product [Cl:3][C:4]1[CH:9]=[C:8]([S:23][CH2:22][C:19]2[CH:20]=[CH:21][C:16]([O:15][CH3:14])=[CH:17][CH:18]=2)[C:7]([N+:11]([O-:13])=[O:12])=[CH:6][N:5]=1, predict the reactants needed to synthesize it. The reactants are: [H-].[Na+].[Cl:3][C:4]1[CH:9]=[C:8](Cl)[C:7]([N+:11]([O-:13])=[O:12])=[CH:6][N:5]=1.[CH3:14][O:15][C:16]1[CH:21]=[CH:20][C:19]([CH2:22][SH:23])=[CH:18][CH:17]=1.